From a dataset of Catalyst prediction with 721,799 reactions and 888 catalyst types from USPTO. Predict which catalyst facilitates the given reaction. (1) Reactant: [C:1]([O-])([O-])=O.[K+].[K+].CB1OB(C)OB(C)O1.Br[C:17]1[C:26]([Cl:27])=[C:25]([Cl:28])[C:24]([O:29][CH3:30])=[C:23]2[C:18]=1[CH:19]=[C:20]([C:35]([O:37][CH2:38][CH3:39])=[O:36])[CH:21]([C:31]([F:34])([F:33])[F:32])[O:22]2. Product: [Cl:27][C:26]1[C:17]([CH3:1])=[C:18]2[C:23](=[C:24]([O:29][CH3:30])[C:25]=1[Cl:28])[O:22][CH:21]([C:31]([F:34])([F:33])[F:32])[C:20]([C:35]([O:37][CH2:38][CH3:39])=[O:36])=[CH:19]2. The catalyst class is: 77. (2) Reactant: [N:1]1[C:10]2[C:5](=[CH:6][CH:7]=[CH:8][C:9]=2[S:11][CH2:12][C:13]2[CH:21]=[CH:20][CH:19]=[CH:18][C:14]=2[C:15](O)=[O:16])[CH:4]=[CH:3][CH:2]=1.C(Cl)(=O)C([Cl:25])=O. Product: [N:1]1[C:10]2[C:5](=[CH:6][CH:7]=[CH:8][C:9]=2[S:11][CH2:12][C:13]2[CH:21]=[CH:20][CH:19]=[CH:18][C:14]=2[C:15]([Cl:25])=[O:16])[CH:4]=[CH:3][CH:2]=1. The catalyst class is: 59. (3) Reactant: [CH3:1][C:2]([C:5]#[C:6]/[CH:7]=[CH:8]/[CH2:9][N:10]([CH2:12][C:13]1[CH:14]=[CH:15][CH:16]=[C:17]2[CH:22]=[CH:21][CH:20]=[CH:19][C:18]=12)[CH3:11])([CH3:4])[CH3:3].[ClH:23]. Product: [CH3:4][C:2]([C:5]#[C:6]/[CH:7]=[CH:8]/[CH2:9][N:10]([CH2:12][C:13]1[CH:14]=[CH:15][CH:16]=[C:17]2[CH:22]=[CH:21][CH:20]=[CH:19][C:18]=12)[CH3:11])([CH3:1])[CH3:3].[ClH:23]. The catalyst class is: 311. (4) Reactant: [CH2:1]([C@H:8]1[CH2:13][N:12]([C:14]2[CH:19]=[CH:18][C:17]([O:20][CH3:21])=[C:16]([O:22][CH:23]3[CH2:27][CH2:26][CH2:25][CH2:24]3)[CH:15]=2)[CH2:11][CH2:10][N:9]1[C:28](=O)[CH2:29][C:30]([O:32]CC)=[O:31])[C:2]1[CH:7]=[CH:6][CH:5]=[CH:4][CH:3]=1.[Li+].[OH-]. Product: [CH2:1]([C@H:8]1[CH2:13][N:12]([C:14]2[CH:19]=[CH:18][C:17]([O:20][CH3:21])=[C:16]([O:22][CH:23]3[CH2:27][CH2:26][CH2:25][CH2:24]3)[CH:15]=2)[CH2:11][CH2:10][N:9]1[CH2:28][CH2:29][C:30]([OH:32])=[O:31])[C:2]1[CH:3]=[CH:4][CH:5]=[CH:6][CH:7]=1. The catalyst class is: 20.